Dataset: Catalyst prediction with 721,799 reactions and 888 catalyst types from USPTO. Task: Predict which catalyst facilitates the given reaction. (1) Reactant: Cl[C:2]1[C:7]([CH3:8])=[C:6]([O:9][C:10]2[C:15]([CH3:16])=[CH:14][C:13]([CH3:17])=[CH:12][C:11]=2[CH3:18])[N:5]=[C:4]([CH3:19])[N:3]=1.[NH2:20][C@@H:21]([CH2:24][CH3:25])[CH2:22][OH:23]. Product: [CH3:19][C:4]1[N:3]=[C:2]([NH:20][C@@H:21]([CH2:24][CH3:25])[CH2:22][OH:23])[C:7]([CH3:8])=[C:6]([O:9][C:10]2[C:15]([CH3:16])=[CH:14][C:13]([CH3:17])=[CH:12][C:11]=2[CH3:18])[N:5]=1. The catalyst class is: 16. (2) Reactant: FC(F)(F)C(O)=O.[CH3:8][C:9]1[S:10][CH:11]=[C:12]([C:14]([N:16]2[CH2:21][C:20]3([CH2:26][CH2:25][NH:24][CH2:23][CH2:22]3)[O:19][CH2:18][CH2:17]2)=[O:15])[N:13]=1.Br[CH2:28][CH2:29][CH2:30][O:31][C:32]1[CH:39]=[CH:38][C:35]([CH:36]=[O:37])=[CH:34][CH:33]=1.C(N(CC)CC)C. Product: [CH3:8][C:9]1[S:10][CH:11]=[C:12]([C:14]([N:16]2[CH2:21][C:20]3([CH2:26][CH2:25][N:24]([CH2:28][CH2:29][CH2:30][O:31][C:32]4[CH:39]=[CH:38][C:35]([CH:36]=[O:37])=[CH:34][CH:33]=4)[CH2:23][CH2:22]3)[O:19][CH2:18][CH2:17]2)=[O:15])[N:13]=1. The catalyst class is: 23. (3) Reactant: [CH3:1][O:2][C:3]1[CH:8]=[CH:7][CH:6]=[C:5]([CH3:9])[C:4]=1[NH2:10].[Br:11]N1C(=O)CCC1=O. Product: [Br:11][C:7]1[CH:6]=[C:5]([CH3:9])[C:4]([NH2:10])=[C:3]([O:2][CH3:1])[CH:8]=1. The catalyst class is: 10. (4) Reactant: C[Al](C)C.[Cl:5][C:6]1[CH:7]=[CH:8][C:9]([NH2:12])=[N:10][CH:11]=1.[Si:13]([O:20][CH2:21][CH2:22][CH2:23][C@H:24]([O:29][C:30]1[N:35]=[CH:34][N:33]=[C:32]2[N:36]([C:39]3[C:44]([Cl:45])=[CH:43][CH:42]=[CH:41][N:40]=3)[N:37]=[CH:38][C:31]=12)[C:25](OC)=[O:26])([C:16]([CH3:19])([CH3:18])[CH3:17])([CH3:15])[CH3:14]. Product: [Si:13]([O:20][CH2:21][CH2:22][CH2:23][C@H:24]([O:29][C:30]1[N:35]=[CH:34][N:33]=[C:32]2[N:36]([C:39]3[C:44]([Cl:45])=[CH:43][CH:42]=[CH:41][N:40]=3)[N:37]=[CH:38][C:31]=12)[C:25]([NH:12][C:9]1[CH:8]=[CH:7][C:6]([Cl:5])=[CH:11][N:10]=1)=[O:26])([C:16]([CH3:18])([CH3:19])[CH3:17])([CH3:14])[CH3:15]. The catalyst class is: 11. (5) Reactant: [OH:1][C@@:2]1([CH3:40])[CH2:6][CH2:5][N:4]([C:7]2[C:26]([C:27]3[N:31](COCC[Si](C)(C)C)[N:30]=[CH:29][CH:28]=3)=[CH:25][C:10]([C:11]([NH:13][C:14]3[CH:19]=[CH:18][C:17]([O:20][C:21]([F:24])([F:23])[F:22])=[CH:16][CH:15]=3)=[O:12])=[CH:9][N:8]=2)[CH2:3]1.C(N)CN.CCCC[N+](CCCC)(CCCC)CCCC.[F-].C1COCC1. Product: [OH:1][C@@:2]1([CH3:40])[CH2:6][CH2:5][N:4]([C:7]2[C:26]([C:27]3[NH:31][N:30]=[CH:29][CH:28]=3)=[CH:25][C:10]([C:11]([NH:13][C:14]3[CH:15]=[CH:16][C:17]([O:20][C:21]([F:24])([F:22])[F:23])=[CH:18][CH:19]=3)=[O:12])=[CH:9][N:8]=2)[CH2:3]1. The catalyst class is: 25. (6) Reactant: Cl.[F:2][C:3]1([F:8])[CH2:7][CH2:6][NH:5][CH2:4]1.C(=O)([O-])[O-].[K+].[K+].[Cl:15][C:16]1[C:22](Cl)=[CH:21][C:19]([NH2:20])=[C:18]([N+:24]([O-:26])=[O:25])[CH:17]=1. Product: [Cl:15][C:16]1[C:22]([N:5]2[CH2:6][CH2:7][C:3]([F:8])([F:2])[CH2:4]2)=[CH:21][C:19]([NH2:20])=[C:18]([N+:24]([O-:26])=[O:25])[CH:17]=1. The catalyst class is: 3. (7) Reactant: [Cl:1][C:2]1[N:3]=[CH:4][C:5]([C:8]([OH:10])=O)=[N:6][CH:7]=1.[CH:11]1([C@@H:14]([NH2:16])[CH3:15])[CH2:13][CH2:12]1.C(N(CC)C(C)C)(C)C. Product: [Cl:1][C:2]1[N:3]=[CH:4][C:5]([C:8]([NH:16][C@H:14]([CH:11]2[CH2:13][CH2:12]2)[CH3:15])=[O:10])=[N:6][CH:7]=1. The catalyst class is: 2. (8) Reactant: C(OC(=O)[NH:7][C:8]1[CH:13]=[CH:12][C:11]([I:14])=[CH:10][C:9]=1[NH:15][C:16](=[O:28])[CH2:17][C:18]([C:20]1[CH:25]=[CH:24][CH:23]=[C:22]([C:26]#[N:27])[CH:21]=1)=O)(C)(C)C.C(O)(C(F)(F)F)=O. Product: [I:14][C:11]1[CH:12]=[CH:13][C:8]2[N:7]=[C:18]([C:20]3[CH:21]=[C:22]([CH:23]=[CH:24][CH:25]=3)[C:26]#[N:27])[CH2:17][C:16](=[O:28])[NH:15][C:9]=2[CH:10]=1. The catalyst class is: 2. (9) Reactant: IP(I)I.BrC1C=C2C(=CC=1)OC1C=NC(Cl)=CC=1C2(CO[CH:24]([CH:29]1[CH2:34][CH2:33][CH2:32][CH2:31][CH2:30]1)[CH2:25][N+:26]([O-])=O)N. Product: [CH:29]1([CH2:24][C:25]#[N:26])[CH2:34][CH2:33][CH2:32][CH2:31][CH2:30]1. The catalyst class is: 2.